This data is from Tox21: 12 toxicity assays (nuclear receptors and stress response pathways). The task is: Binary classification across 12 toxicity assays. (1) The molecule is CCCCCCCCCCCC[n+]1ccc2ccccc2c1. It tested positive (active) for: SR-MMP (Mitochondrial Membrane Potential disruption). (2) The molecule is Cc1c([N+](=O)[O-])cc2c(c1[N+](=O)[O-])C(C)(C)CC2(C)C. It tested positive (active) for: NR-Aromatase (Aromatase enzyme inhibition), and NR-ER-LBD (Estrogen Receptor Ligand Binding Domain agonist). (3) The molecule is CNC(C)CCC=C(C)C. It tested positive (active) for: NR-AhR (Aryl hydrocarbon Receptor agonist activity). (4) The molecule is Cc1cc(C(=C2C=CC(=N)C=C2)c2ccc(N)cc2)ccc1N. It tested positive (active) for: SR-MMP (Mitochondrial Membrane Potential disruption). (5) It tested positive (active) for: NR-AhR (Aryl hydrocarbon Receptor agonist activity). The compound is CCN(CC)CCOc1ccc(-c2nc3cc(Cl)ccc3s2)cc1. (6) The molecule is [O-][n+]1ccccc1[S-]. It tested positive (active) for: NR-AR-LBD (Androgen Receptor Ligand Binding Domain agonist), NR-PPAR-gamma (PPAR-gamma nuclear receptor agonist), SR-ATAD5 (ATAD5 genotoxicity (DNA damage)), SR-HSE (Heat Shock Element response), and SR-MMP (Mitochondrial Membrane Potential disruption). (7) The molecule is CC1=C[C@H](O)CC(C)(C)[C@H]1/C=C/C(C)=C/C=C/C(C)=C/C=C\C=C(C)\C=C\C=C(C)\C=C\C1=C(C)C[C@@H](O)CC1(C)C. It tested positive (active) for: SR-p53 (p53 tumor suppressor activation).